This data is from Full USPTO retrosynthesis dataset with 1.9M reactions from patents (1976-2016). The task is: Predict the reactants needed to synthesize the given product. (1) Given the product [CH3:47][C:48]1[CH:32]=[CH:33][C:34]([C:36]([C:25]2[N:22]([CH2:2][C:3]#[C:4][C:5]3[CH:6]=[C:7]([CH:17]=[CH:18][CH:19]=3)[O:8][CH2:9][C:10]([OH:12])=[O:11])[CH:23]=[CH:24][CH:26]=2)=[O:38])=[CH:39][CH:40]=1, predict the reactants needed to synthesize it. The reactants are: O[CH2:2][C:3]#[C:4][C:5]1[CH:6]=[C:7]([CH:17]=[CH:18][CH:19]=1)[O:8][CH2:9][C:10]([O:12]C(C)(C)C)=[O:11].C([N:22]([CH2:25][CH3:26])[CH2:23][CH3:24])C.CS(Cl)(=O)=O.[C:32](O)(=O)[CH2:33][C:34]([CH2:39][C:40](O)=O)([C:36]([OH:38])=O)O.[Br-].[Li+].[CH3:47][C:48](C)([O-])C.[K+].[OH-].[Na+]. (2) Given the product [Br-:28].[C:1]([C:4]1[CH:5]=[N+:6]([CH2:24][C:25]2[CH:32]=[CH:31][CH:30]=[CH:29][C:26]=2[CH3:27])[CH:7]=[CH:8][C:9]=1[CH2:10][CH:11]1[CH2:20][CH2:19][C:18]2[C:13](=[CH:14][CH:15]=[C:16]([O:21][CH3:22])[CH:17]=2)[C:12]1=[O:23])(=[O:3])[CH3:2], predict the reactants needed to synthesize it. The reactants are: [C:1]([C:4]1[CH:5]=[N:6][CH:7]=[CH:8][C:9]=1[CH2:10][CH:11]1[CH2:20][CH2:19][C:18]2[C:13](=[CH:14][CH:15]=[C:16]([O:21][CH3:22])[CH:17]=2)[C:12]1=[O:23])(=[O:3])[CH3:2].[CH3:24][C:25]1[CH:32]=[CH:31][CH:30]=[CH:29][C:26]=1[CH2:27][Br:28].